Dataset: NCI-60 drug combinations with 297,098 pairs across 59 cell lines. Task: Regression. Given two drug SMILES strings and cell line genomic features, predict the synergy score measuring deviation from expected non-interaction effect. (1) Drug 1: C1=CC(=CC=C1CCC2=CNC3=C2C(=O)NC(=N3)N)C(=O)NC(CCC(=O)O)C(=O)O. Drug 2: CC1=C(C(CCC1)(C)C)C=CC(=CC=CC(=CC(=O)O)C)C. Cell line: SK-MEL-28. Synergy scores: CSS=15.0, Synergy_ZIP=-2.50, Synergy_Bliss=6.96, Synergy_Loewe=-1.18, Synergy_HSA=3.90. (2) Drug 1: CC1=C(C(CCC1)(C)C)C=CC(=CC=CC(=CC(=O)O)C)C. Drug 2: C#CCC(CC1=CN=C2C(=N1)C(=NC(=N2)N)N)C3=CC=C(C=C3)C(=O)NC(CCC(=O)O)C(=O)O. Cell line: A498. Synergy scores: CSS=39.1, Synergy_ZIP=2.81, Synergy_Bliss=2.45, Synergy_Loewe=-17.4, Synergy_HSA=0.659. (3) Drug 1: C1C(C(OC1N2C=NC3=C2NC=NCC3O)CO)O. Drug 2: CC1CCCC2(C(O2)CC(NC(=O)CC(C(C(=O)C(C1O)C)(C)C)O)C(=CC3=CSC(=N3)C)C)C. Cell line: 786-0. Synergy scores: CSS=35.0, Synergy_ZIP=1.26, Synergy_Bliss=0.458, Synergy_Loewe=-28.3, Synergy_HSA=-0.882.